This data is from Forward reaction prediction with 1.9M reactions from USPTO patents (1976-2016). The task is: Predict the product of the given reaction. (1) Given the reactants [NH2:1][C@H:2]1[CH2:7][CH2:6][C@H:5]([NH:8][C:9]2[CH:14]=[C:13]([C:15]3[C:20]([Cl:21])=[CH:19][CH:18]=[C:17]([NH:22][CH2:23][CH:24]4[CH2:29][CH2:28][O:27][CH2:26][CH2:25]4)[N:16]=3)[C:12]([Cl:30])=[CH:11][N:10]=2)[CH2:4][CH2:3]1.C(N(CC)CC)C.FC(F)(F)S(O[CH2:44][CH2:45][O:46][C:47]([F:50])([F:49])[F:48])(=O)=O, predict the reaction product. The product is: [Cl:21][C:20]1[C:15]([C:13]2[C:12]([Cl:30])=[CH:11][N:10]=[C:9]([NH:8][C@H:5]3[CH2:6][CH2:7][C@H:2]([NH:1][CH2:44][CH2:45][O:46][C:47]([F:50])([F:49])[F:48])[CH2:3][CH2:4]3)[CH:14]=2)=[N:16][C:17]([NH:22][CH2:23][CH:24]2[CH2:29][CH2:28][O:27][CH2:26][CH2:25]2)=[CH:18][CH:19]=1. (2) Given the reactants [Br:1][C:2]1[CH:3]=[C:4]([O:11][CH3:12])[CH:5]=[CH:6][C:7]=1[N+:8]([O-])=O.Br[C:14]1C(OC)=CC=C2[C:15]=1C=CN2, predict the reaction product. The product is: [Br:1][C:2]1[CH:3]=[C:4]([O:11][CH3:12])[CH:5]=[C:6]2[C:7]=1[NH:8][CH:15]=[CH:14]2. (3) Given the reactants [Cl:1][C:2]1[CH:8]=[C:7]([O:9][C:10]2[C:19]3[C:14](=[CH:15][C:16]([O:22][CH3:23])=[C:17]([O:20][CH3:21])[CH:18]=3)[N:13]=[CH:12][CH:11]=2)[CH:6]=[CH:5][C:3]=1[NH2:4].C(N(CC)CC)C.ClC(Cl)(O[C:35](=[O:41])OC(Cl)(Cl)Cl)Cl.[F:43][C:44]1[CH:49]=[CH:48][C:47]([CH:50]([NH2:52])[CH3:51])=[CH:46][CH:45]=1, predict the reaction product. The product is: [Cl:1][C:2]1[CH:8]=[C:7]([O:9][C:10]2[C:19]3[C:14](=[CH:15][C:16]([O:22][CH3:23])=[C:17]([O:20][CH3:21])[CH:18]=3)[N:13]=[CH:12][CH:11]=2)[CH:6]=[CH:5][C:3]=1[NH:4][C:35]([NH:52][CH:50]([C:47]1[CH:48]=[CH:49][C:44]([F:43])=[CH:45][CH:46]=1)[CH3:51])=[O:41]. (4) Given the reactants [CH2:1]([C:5]1[N:6]([C:21]2[CH:26]=[CH:25][C:24]([O:27][C:28]3[CH:33]=[CH:32][C:31]([Cl:34])=[CH:30][CH:29]=3)=[CH:23][CH:22]=2)[CH:7]=[C:8]([C:10]2[CH:15]=[CH:14][C:13]([O:16][CH2:17][C@H:18]3[CH2:20][O:19]3)=[CH:12][CH:11]=2)[N:9]=1)[CH2:2][CH2:3][CH3:4].[CH2:35]([NH2:37])[CH3:36], predict the reaction product. The product is: [CH2:1]([C:5]1[N:6]([C:21]2[CH:22]=[CH:23][C:24]([O:27][C:28]3[CH:33]=[CH:32][C:31]([Cl:34])=[CH:30][CH:29]=3)=[CH:25][CH:26]=2)[CH:7]=[C:8]([C:10]2[CH:11]=[CH:12][C:13]([O:16][CH2:17][C@H:18]([OH:19])[CH2:20][NH:37][CH2:35][CH3:36])=[CH:14][CH:15]=2)[N:9]=1)[CH2:2][CH2:3][CH3:4]. (5) Given the reactants [Cl:1][C:2]1[CH:3]=[C:4]2[C:10]([C:11]3[N:16]=[C:15]([NH:17][CH:18]4[CH2:21][N:20](C(OC(C)(C)C)=O)[CH2:19]4)[C:14]([F:29])=[CH:13][N:12]=3)=[CH:9][N:8]([S:30]([C:33]3[CH:39]=[CH:38][C:36]([CH3:37])=[CH:35][CH:34]=3)(=[O:32])=[O:31])[C:5]2=[N:6][CH:7]=1.Cl.O1CCOCC1, predict the reaction product. The product is: [ClH:1].[NH:20]1[CH2:19][CH:18]([NH:17][C:15]2[C:14]([F:29])=[CH:13][N:12]=[C:11]([C:10]3[C:4]4[C:5](=[N:6][CH:7]=[C:2]([Cl:1])[CH:3]=4)[N:8]([S:30]([C:33]4[CH:39]=[CH:38][C:36]([CH3:37])=[CH:35][CH:34]=4)(=[O:32])=[O:31])[CH:9]=3)[N:16]=2)[CH2:21]1. (6) Given the reactants [C:1]([O:5][C:6](=[O:18])[CH2:7][C:8]1[CH:13]=[CH:12][CH:11]=[CH:10][C:9]=1[CH2:14][N:15]=[N+]=[N-])([CH3:4])([CH3:3])[CH3:2].[C:19]([OH:24])(=[O:23])[C:20]([OH:22])=[O:21], predict the reaction product. The product is: [C:19]([OH:24])(=[O:23])[C:20]([OH:22])=[O:21].[NH2:15][CH2:14][C:9]1[CH:10]=[CH:11][CH:12]=[CH:13][C:8]=1[CH2:7][C:6]([O:5][C:1]([CH3:4])([CH3:3])[CH3:2])=[O:18].